Predict the product of the given reaction. From a dataset of Forward reaction prediction with 1.9M reactions from USPTO patents (1976-2016). (1) Given the reactants [CH3:1][O:2][C:3](=[O:22])[C:4]1[CH:13]=[C:12]([O:14][CH2:15][C:16]2[CH:21]=[CH:20][CH:19]=[CH:18][CH:17]=2)[CH:11]=[C:6]([C:7]([O:9]C)=[O:8])[CH:5]=1.[OH-].[Na+], predict the reaction product. The product is: [CH3:1][O:2][C:3](=[O:22])[C:4]1[CH:13]=[C:12]([O:14][CH2:15][C:16]2[CH:21]=[CH:20][CH:19]=[CH:18][CH:17]=2)[CH:11]=[C:6]([C:7]([OH:9])=[O:8])[CH:5]=1. (2) Given the reactants [CH:1]1([N:7]2[CH2:11][CH2:10][CH:9]([CH2:12][C:13]3[CH:14]=[C:15]4[C:20](=[CH:21][CH:22]=3)[C:19]([C:23]3[CH:32]=[CH:31][C:26]([C:27]([O:29]C)=[O:28])=[CH:25][CH:24]=3)=[CH:18][CH:17]=[CH:16]4)[C:8]2=[O:33])[CH2:6][CH2:5][CH2:4][CH2:3][CH2:2]1.O[Li].O.O1CCOCC1.Cl, predict the reaction product. The product is: [CH:1]1([N:7]2[CH2:11][CH2:10][CH:9]([CH2:12][C:13]3[CH:14]=[C:15]4[C:20](=[CH:21][CH:22]=3)[C:19]([C:23]3[CH:32]=[CH:31][C:26]([C:27]([OH:29])=[O:28])=[CH:25][CH:24]=3)=[CH:18][CH:17]=[CH:16]4)[C:8]2=[O:33])[CH2:2][CH2:3][CH2:4][CH2:5][CH2:6]1.